Dataset: Reaction yield outcomes from USPTO patents with 853,638 reactions. Task: Predict the reaction yield, written as a fraction of the theoretical maximum amount of product (1.0 means a 100% yield; for example, 0.34 means a 34% yield). (1) The reactants are C[N:2]1CCOCC1.ClC(OCC(C)C)=O.[C:16]([O:20][C:21]([N:23]1[CH2:27][CH2:26][CH2:25][C@@H:24]1[C:28]([OH:30])=O)=[O:22])([CH3:19])([CH3:18])[CH3:17].[OH-].[NH4+]. The catalyst is C1COCC1. The product is [C:16]([O:20][C:21]([N:23]1[CH2:27][CH2:26][CH2:25][C@@H:24]1[C:28](=[O:30])[NH2:2])=[O:22])([CH3:19])([CH3:18])[CH3:17]. The yield is 0.540. (2) The reactants are [Cl:1][C:2]1[CH:3]=[C:4]([C:12]2[O:16][N:15]=[C:14]([C:17](OCC)=[O:18])[CH:13]=2)[CH:5]=[CH:6][C:7]=1[O:8][CH:9]([CH3:11])[CH3:10].[H-].[Al+3].[Li+].[H-].[H-].[H-]. The catalyst is C1COCC1. The product is [Cl:1][C:2]1[CH:3]=[C:4]([C:12]2[O:16][N:15]=[C:14]([CH2:17][OH:18])[CH:13]=2)[CH:5]=[CH:6][C:7]=1[O:8][CH:9]([CH3:11])[CH3:10]. The yield is 0.890. (3) The reactants are [Cl:1][C:2]1[C:18]([N+:19]([O-])=O)=[CH:17][CH:16]=[CH:15][C:3]=1[C:4]([N:6]1[CH2:10][CH2:9][CH2:8][C@H:7]1[C:11]([O:13][CH3:14])=[O:12])=[O:5].[Sn](Cl)(Cl)(Cl)Cl. The catalyst is CO. The product is [NH2:19][C:18]1[C:2]([Cl:1])=[C:3]([CH:15]=[CH:16][CH:17]=1)[C:4]([N:6]1[CH2:10][CH2:9][CH2:8][C@H:7]1[C:11]([O:13][CH3:14])=[O:12])=[O:5]. The yield is 0.920. (4) The reactants are [F:1][C:2]1[CH:7]=[CH:6][C:5]([CH2:8][C:9](=O)[CH2:10][C:11]([C:13]2[N:14]=[N:15][N:16]([CH2:18][C:19]3[CH:24]=[CH:23][C:22]([O:25][CH3:26])=[CH:21][CH:20]=3)[CH:17]=2)=O)=[CH:4][CH:3]=1.[NH2:28][NH2:29].O. The catalyst is CCO.CC(O)=O. The product is [F:1][C:2]1[CH:7]=[CH:6][C:5]([CH2:8][C:9]2[NH:29][N:28]=[C:11]([C:13]3[N:14]=[N:15][N:16]([CH2:18][C:19]4[CH:24]=[CH:23][C:22]([O:25][CH3:26])=[CH:21][CH:20]=4)[CH:17]=3)[CH:10]=2)=[CH:4][CH:3]=1. The yield is 0.840. (5) No catalyst specified. The yield is 0.460. The reactants are [CH3:1][O:2][C:3]1[C:8]2[N:9]=[C:10]([NH:12][C:13](=[O:23])[C:14]3[CH:19]=[CH:18][C:17]([CH2:20][NH:21][CH3:22])=[CH:16][CH:15]=3)[S:11][C:7]=2[C:6]([N:24]2[CH2:29][CH2:28][O:27][CH2:26][CH2:25]2)=[CH:5][CH:4]=1.[CH3:30][O:31][CH2:32][CH2:33][C:34](Cl)=[O:35]. The product is [CH3:1][O:2][C:3]1[C:8]2[N:9]=[C:10]([NH:12][C:13](=[O:23])[C:14]3[CH:19]=[CH:18][C:17]([CH2:20][N:21]([C:34](=[O:35])[CH2:33][CH2:32][O:31][CH3:30])[CH3:22])=[CH:16][CH:15]=3)[S:11][C:7]=2[C:6]([N:24]2[CH2:25][CH2:26][O:27][CH2:28][CH2:29]2)=[CH:5][CH:4]=1.